Dataset: Peptide-MHC class I binding affinity with 185,985 pairs from IEDB/IMGT. Task: Regression. Given a peptide amino acid sequence and an MHC pseudo amino acid sequence, predict their binding affinity value. This is MHC class I binding data. (1) The peptide sequence is RSLFNTVATLY. The MHC is HLA-A68:02 with pseudo-sequence HLA-A68:02. The binding affinity (normalized) is 0. (2) The peptide sequence is NETTQALQL. The MHC is HLA-A03:01 with pseudo-sequence HLA-A03:01. The binding affinity (normalized) is 0.0847. (3) The peptide sequence is LVTARQKLK. The MHC is HLA-B15:01 with pseudo-sequence HLA-B15:01. The binding affinity (normalized) is 0.0847. (4) The peptide sequence is ATPYDINQML. The MHC is HLA-A02:02 with pseudo-sequence HLA-A02:02. The binding affinity (normalized) is 0.0688. (5) The peptide sequence is FVNYNFTLV. The MHC is HLA-A31:01 with pseudo-sequence HLA-A31:01. The binding affinity (normalized) is 0.192. (6) The peptide sequence is RSLYNTVATLY. The MHC is HLA-B40:01 with pseudo-sequence HLA-B40:01. The binding affinity (normalized) is 0. (7) The MHC is H-2-Kb with pseudo-sequence H-2-Kb. The binding affinity (normalized) is 0.139. The peptide sequence is YYLANGGFL.